From a dataset of Full USPTO retrosynthesis dataset with 1.9M reactions from patents (1976-2016). Predict the reactants needed to synthesize the given product. Given the product [NH:1]1[C:9]2[C:4](=[CH:5][C:6]([N:10]3[CH2:16][CH2:15][O:14][CH2:13][CH2:12]3)=[CH:7][CH:8]=2)[CH:3]=[CH:2]1, predict the reactants needed to synthesize it. The reactants are: [NH:1]1[C:9]2[C:4](=[CH:5][C:6]([NH2:10])=[CH:7][CH:8]=2)[CH:3]=[CH:2]1.Cl[CH2:12][CH2:13][O:14][CH2:15][CH2:16]Cl.C([O-])([O-])=O.[Na+].[Na+].